This data is from Catalyst prediction with 721,799 reactions and 888 catalyst types from USPTO. The task is: Predict which catalyst facilitates the given reaction. (1) Reactant: [O:1]=[C:2]1[C:11]([C:12]([O:14][CH2:15][CH3:16])=[O:13])=[CH:10][C:9]2[C:4]3=[C:5]([CH2:17][CH2:18][N:3]13)[CH:6]=[CH:7][CH:8]=2.CO[CH2:21][N:22]([CH2:28][C:29]1[CH:34]=[CH:33][CH:32]=[CH:31][CH:30]=1)[CH2:23][Si](C)(C)C.FC(F)(F)C(O)=O. Product: [CH2:28]([N:22]1[CH2:23][C@H:10]2[C@:11]([C:12]([O:14][CH2:15][CH3:16])=[O:13])([C:2](=[O:1])[N:3]3[CH2:18][CH2:17][C:5]4[CH:6]=[CH:7][CH:8]=[C:9]2[C:4]3=4)[CH2:21]1)[C:29]1[CH:34]=[CH:33][CH:32]=[CH:31][CH:30]=1. The catalyst class is: 2. (2) Reactant: [CH3:1][C:2]1([CH3:21])[C@H:4](/[CH:5]=[C:6](\[CH3:13])/[CH:7]=[N:8][O:9][CH2:10][C:11]#[CH:12])[C@H:3]1[C:14]([O:16]C(C)(C)C)=[O:15].C1(C)C=CC(S(O)(=O)=O)=CC=1. Product: [CH3:1][C:2]1([CH3:21])[C@H:4](/[CH:5]=[C:6](\[CH3:13])/[CH:7]=[N:8][O:9][CH2:10][C:11]#[CH:12])[C@H:3]1[C:14]([OH:16])=[O:15]. The catalyst class is: 11. (3) Reactant: [OH:1][C@@H:2]1[CH2:22][N:5]2[C:6](=[O:21])[N:7]([C:9]3[CH:14]=[CH:13][C:12]([O:15][CH2:16][C:17]([F:20])([F:19])[F:18])=[CH:11][CH:10]=3)[CH2:8][C@H:4]2[CH2:3]1.[H-].[Na+].Br[CH2:26][CH2:27][CH:28]([CH3:30])[CH3:29]. Product: [CH3:29][CH:28]([CH3:30])[CH2:27][CH2:26][O:1][C@@H:2]1[CH2:22][N:5]2[C:6](=[O:21])[N:7]([C:9]3[CH:10]=[CH:11][C:12]([O:15][CH2:16][C:17]([F:20])([F:18])[F:19])=[CH:13][CH:14]=3)[CH2:8][C@H:4]2[CH2:3]1. The catalyst class is: 1. (4) Reactant: C([O-])(=[O:3])C.[NH4+].[CH2:6]([O:8][C:9]([C:11]1[C:12](Cl)=[N:13][C:14]2[C:18]([C:19]=1[Cl:20])=[CH:17][S:16][CH:15]=2)=[O:10])[CH3:7]. Product: [CH2:6]([O:8][C:9]([C:11]1[C:12](=[O:3])[NH:13][C:14]2[C:18]([C:19]=1[Cl:20])=[CH:17][S:16][CH:15]=2)=[O:10])[CH3:7]. The catalyst class is: 15.